This data is from Full USPTO retrosynthesis dataset with 1.9M reactions from patents (1976-2016). The task is: Predict the reactants needed to synthesize the given product. (1) Given the product [Br:25][C:22]1[CH:23]=[CH:24][C:19]2[N:20]([CH:26]=[C:17]([NH:16][C:15]([NH:39][CH2:38][CH2:37][C:34]3[N:35]=[N:36][N:32]([CH:29]([CH3:31])[CH3:30])[N:33]=3)=[O:27])[N:18]=2)[CH:21]=1, predict the reactants needed to synthesize it. The reactants are: C(N(CC)CC)C.C1(O[C:15](=[O:27])[NH:16][C:17]2[N:18]=[C:19]3[CH:24]=[CH:23][C:22]([Br:25])=[CH:21][N:20]3[CH:26]=2)C=CC=CC=1.Cl.[CH:29]([N:32]1[N:36]=[N:35][C:34]([CH2:37][CH2:38][NH2:39])=[N:33]1)([CH3:31])[CH3:30]. (2) Given the product [Br:1][CH2:12][C:11](=[O:13])[CH2:10][CH2:3][C:4]1[CH:9]=[CH:8][CH:7]=[CH:6][CH:5]=1, predict the reactants needed to synthesize it. The reactants are: [Br:1]Br.[CH2:3]([CH2:10][C:11](=[O:13])[CH3:12])[C:4]1[CH:9]=[CH:8][CH:7]=[CH:6][CH:5]=1.O. (3) Given the product [Cl:1][C:2]1[CH:3]=[C:4](/[CH:19]=[C:20](\[F:24])/[C:21]([NH:32][O:31][CH:26]2[CH2:27][CH2:28][CH2:29][CH2:30][O:25]2)=[O:23])[CH:5]=[N:6][C:7]=1[NH:8][C@@H:9]1[CH2:13][CH2:12][N:11]([CH:14]2[CH2:18][CH2:17][CH2:16][CH2:15]2)[CH2:10]1, predict the reactants needed to synthesize it. The reactants are: [Cl:1][C:2]1[CH:3]=[C:4](/[CH:19]=[C:20](\[F:24])/[C:21]([OH:23])=O)[CH:5]=[N:6][C:7]=1[NH:8][C@@H:9]1[CH2:13][CH2:12][N:11]([CH:14]2[CH2:18][CH2:17][CH2:16][CH2:15]2)[CH2:10]1.[O:25]1[CH2:30][CH2:29][CH2:28][CH2:27][CH:26]1[O:31][NH2:32].C1C=CC2N(O)N=NC=2C=1.CCN=C=NCCCN(C)C. (4) Given the product [C:1]([NH:4][CH:5]([C:16]([OH:18])=[O:17])[CH2:6][C:7]1[C:15]2[C:10](=[CH:11][CH:12]=[CH:13][CH:14]=2)[NH:9][CH:8]=1)(=[O:3])[CH3:2], predict the reactants needed to synthesize it. The reactants are: [C:1]([NH:4][C@@H:5]([C:16]([OH:18])=[O:17])[CH2:6][C:7]1[C:15]2[C:10](=[CH:11][CH:12]=[CH:13][CH:14]=2)[NH:9][CH:8]=1)(=[O:3])[CH3:2]. (5) Given the product [F:21][C:22]1[CH:27]=[CH:26][C:25]([F:28])=[CH:24][C:23]=1[CH2:29][C:30]([N:1]1[C:9]2[C:4](=[CH:5][C:6]([C:10]3[CH:18]=[CH:17][CH:16]=[C:15]4[C:11]=3[C:12]([NH2:20])=[N:13][N:14]4[CH3:19])=[CH:7][CH:8]=2)[CH2:3][CH2:2]1)=[O:31], predict the reactants needed to synthesize it. The reactants are: [NH:1]1[C:9]2[C:4](=[CH:5][C:6]([C:10]3[CH:18]=[CH:17][CH:16]=[C:15]4[C:11]=3[C:12]([NH2:20])=[N:13][N:14]4[CH3:19])=[CH:7][CH:8]=2)[CH2:3][CH2:2]1.[F:21][C:22]1[CH:27]=[CH:26][C:25]([F:28])=[CH:24][C:23]=1[CH2:29][C:30](O)=[O:31].CCN(C(C)C)C(C)C.CN(C(ON1N=NC2C=CC=NC1=2)=[N+](C)C)C.F[P-](F)(F)(F)(F)F. (6) Given the product [ClH:1].[CH3:21][N:18]1[C:19]([CH3:20])=[C:15]([CH2:14][N:11]2[CH2:12][CH2:13][N:8]([C:3]3[C:2]([C:36]4[CH:37]=[CH:38][C:39]([C:42]5[O:46][CH:45]=[N:44][CH:43]=5)=[CH:40][CH:41]=4)=[N:7][CH:6]=[CH:5][N:4]=3)[CH2:9][CH2:10]2)[CH:16]=[N:17]1, predict the reactants needed to synthesize it. The reactants are: [Cl:1][C:2]1[C:3]([N:8]2[CH2:13][CH2:12][N:11]([CH2:14][C:15]3[CH:16]=[N:17][N:18]([CH3:21])[C:19]=3[CH3:20])[CH2:10][CH2:9]2)=[N:4][CH:5]=[CH:6][N:7]=1.C(=O)([O-])[O-].[K+].[K+].CC1(C)C(C)(C)OB([C:36]2[CH:41]=[CH:40][C:39]([C:42]3[O:46][CH:45]=[N:44][CH:43]=3)=[CH:38][CH:37]=2)O1.